From a dataset of Forward reaction prediction with 1.9M reactions from USPTO patents (1976-2016). Predict the product of the given reaction. (1) The product is: [CH2:1]([O:3][C:4]([C:6]1[NH:7][C:8]([S:11][CH2:15][C:13]([C:16]2[CH:17]=[CH:18][C:19]([C:20]#[N:21])=[CH:22][CH:23]=2)([OH:14])[CH3:12])=[N:9][CH:10]=1)=[O:5])[CH3:2]. Given the reactants [CH2:1]([O:3][C:4]([C:6]1[N:7]=[C:8]([SH:11])[NH:9][CH:10]=1)=[O:5])[CH3:2].[CH3:12][C:13]1([C:16]2[CH:23]=[CH:22][C:19]([C:20]#[N:21])=[CH:18][CH:17]=2)[CH2:15][O:14]1.C(N(CC)CC)C, predict the reaction product. (2) Given the reactants C([O:4][C:5]1[C:10]([C:11]2[CH:16]=[CH:15][CH:14]=[CH:13][C:12]=2[Cl:17])=[C:9]([Cl:18])[CH:8]=[CH:7][CH:6]=1)C=C.[C:19]1(C)[CH:24]=C(C)C=C(C)[CH:20]=1, predict the reaction product. The product is: [CH2:24]([C:6]1[CH:7]=[CH:8][C:9]([Cl:18])=[C:10]([C:11]2[CH:16]=[CH:15][CH:14]=[CH:13][C:12]=2[Cl:17])[C:5]=1[OH:4])[CH:19]=[CH2:20]. (3) Given the reactants [Cl:1][C:2]1[CH:3]=[CH:4][C:5]2[NH:11][C:10](=O)[C@@H:9]([CH2:13][C:14]([O:16][CH2:17][CH3:18])=[O:15])[O:8][C@H:7]([C:19]3[C:20]([C:25]([F:28])([F:27])[F:26])=[N:21][CH:22]=[CH:23][CH:24]=3)[C:6]=2[CH:29]=1.C(=O)([O-])O.[Na+].P12(SP3(SP(SP(S3)(S1)=S)(=S)S2)=S)=[S:36], predict the reaction product. The product is: [Cl:1][C:2]1[CH:3]=[CH:4][C:5]2[NH:11][C:10](=[S:36])[C@@H:9]([CH2:13][C:14]([O:16][CH2:17][CH3:18])=[O:15])[O:8][C@H:7]([C:19]3[C:20]([C:25]([F:28])([F:27])[F:26])=[N:21][CH:22]=[CH:23][CH:24]=3)[C:6]=2[CH:29]=1. (4) Given the reactants [F:1][C:2]1[CH:32]=[CH:31][C:5]([CH2:6][NH:7][C:8]([C:10]2[N:11]=[C:12]3[C:28]([CH3:30])([CH3:29])[CH2:27][CH2:26][CH2:25][N:13]3[C:14](=[O:24])[C:15]=2[O:16]CC2C=CC=CC=2)=[O:9])=[C:4]([N:33]2[CH:37]=[N:36][CH:35]=[N:34]2)[CH:3]=1.FC(F)(F)C(O)=O, predict the reaction product. The product is: [F:1][C:2]1[CH:32]=[CH:31][C:5]([CH2:6][NH:7][C:8]([C:10]2[N:11]=[C:12]3[C:28]([CH3:30])([CH3:29])[CH2:27][CH2:26][CH2:25][N:13]3[C:14](=[O:24])[C:15]=2[OH:16])=[O:9])=[C:4]([N:33]2[CH:37]=[N:36][CH:35]=[N:34]2)[CH:3]=1. (5) The product is: [O:1]1[CH:5]=[CH:4][CH:3]=[C:2]1[C:6]1[CH:7]=[C:8]([C:10]2[S:11][CH:12]=[CH:13][CH:14]=2)[NH:36][C:34](=[S:35])[C:33]=1[C:31]#[N:32]. Given the reactants [O:1]1[CH:5]=[CH:4][CH:3]=[C:2]1/[CH:6]=[CH:7]/[C:8]([C:10]1[S:11][CH:12]=[CH:13][CH:14]=1)=O.C1(C=CC(C2C=CC=CC=2)=O)C=CC=CC=1.[C:31]([CH2:33][C:34]([NH2:36])=[S:35])#[N:32], predict the reaction product. (6) Given the reactants [CH3:1][C:2]1[NH:6][N:5]=[C:4]([C:7]2[CH:12]=[CH:11][C:10]([CH3:13])=[C:9]([N+:14]([O-:16])=[O:15])[CH:8]=2)[CH:3]=1.[Si:17](Br)([C:20]([CH3:23])([CH3:22])[CH3:21])([CH3:19])[CH3:18].C([O-])([O-])=O.[Cs+].[Cs+].[Na+].[I-].CN1[C:38](=[O:39])[CH2:37]CC1, predict the reaction product. The product is: [C:20]([Si:17]([CH3:19])([CH3:18])[O:39][CH2:38][CH2:37][N:6]1[C:2]([CH3:1])=[CH:3][C:4]([C:7]2[CH:12]=[CH:11][C:10]([CH3:13])=[C:9]([N+:14]([O-:16])=[O:15])[CH:8]=2)=[N:5]1)([CH3:23])([CH3:22])[CH3:21].